This data is from Forward reaction prediction with 1.9M reactions from USPTO patents (1976-2016). The task is: Predict the product of the given reaction. (1) Given the reactants C([O:3][C:4](=O)[CH2:5][CH:6]1[S:10][C:9]([C:11]2[NH:12][C:13]3[C:18]([CH:19]=2)=[CH:17][C:16]([O:20][C:21]2[CH:22]=[N:23][C:24]([CH2:27][O:28][CH3:29])=[CH:25][CH:26]=2)=[CH:15][C:14]=3[O:30][CH:31]2[CH2:36][CH2:35][O:34][CH2:33][CH2:32]2)=[N:8][CH2:7]1)C.[BH4-].[Li+].O, predict the reaction product. The product is: [CH3:29][O:28][CH2:27][C:24]1[N:23]=[CH:22][C:21]([O:20][C:16]2[CH:17]=[C:18]3[C:13](=[C:14]([O:30][CH:31]4[CH2:36][CH2:35][O:34][CH2:33][CH2:32]4)[CH:15]=2)[NH:12][C:11]([C:9]2[S:10][CH:6]([CH2:5][CH2:4][OH:3])[CH2:7][N:8]=2)=[CH:19]3)=[CH:26][CH:25]=1. (2) Given the reactants [CH3:1][S:2]([C:5]1[CH:24]=[CH:23][C:8]([O:9][CH2:10][C:11]2[CH:16]=[CH:15][C:14]([CH:17]3[CH2:22][CH2:21][NH:20][CH2:19][CH2:18]3)=[CH:13][N:12]=2)=[CH:7][CH:6]=1)(=[O:4])=[O:3].C(=O)([O-])O.[Na+].[N:30]#[C:31]Br, predict the reaction product. The product is: [CH3:1][S:2]([C:5]1[CH:6]=[CH:7][C:8]([O:9][CH2:10][C:11]2[CH:16]=[CH:15][C:14]([CH:17]3[CH2:22][CH2:21][N:20]([C:31]#[N:30])[CH2:19][CH2:18]3)=[CH:13][N:12]=2)=[CH:23][CH:24]=1)(=[O:3])=[O:4]. (3) Given the reactants Cl.[C:2](Cl)(=O)[C:3]1[CH:8]=[CH:7][N:6]=[CH:5][CH:4]=1.I.[CH:12]1([NH:15][C:16](=[N:19][NH2:20])[NH:17][CH3:18])[CH2:14][CH2:13]1.O, predict the reaction product. The product is: [CH:12]1([NH:15][C:16]2[N:17]([CH3:18])[C:2]([C:3]3[CH:8]=[CH:7][N:6]=[CH:5][CH:4]=3)=[N:20][N:19]=2)[CH2:14][CH2:13]1. (4) Given the reactants [CH:1]1[C:13]2[CH:12]([CH2:14][O:15][C:16]([NH:18][C@@H:19]([CH2:23][C:24]3[CH:29]=[CH:28][C:27]([C:30]([O:32][C:33]([CH3:36])([CH3:35])[CH3:34])=[O:31])=[CH:26][CH:25]=3)[C:20]([OH:22])=[O:21])=[O:17])[C:11]3[C:6](=[CH:7][CH:8]=[CH:9][CH:10]=3)[C:5]=2[CH:4]=[CH:3][CH:2]=1.[CH3:37]N(C(ON1N=NC2C=CC=NC1=2)=[N+](C)C)C.F[P-](F)(F)(F)(F)F.CO.CN1CCOCC1, predict the reaction product. The product is: [CH:10]1[C:11]2[CH:12]([CH2:14][O:15][C:16]([NH:18][C@H:19]([C:20]([O:22][CH3:37])=[O:21])[CH2:23][C:24]3[CH:25]=[CH:26][C:27]([C:30]([O:32][C:33]([CH3:36])([CH3:35])[CH3:34])=[O:31])=[CH:28][CH:29]=3)=[O:17])[C:13]3[C:5](=[CH:4][CH:3]=[CH:2][CH:1]=3)[C:6]=2[CH:7]=[CH:8][CH:9]=1. (5) Given the reactants [Cl:1][C:2]1[CH:3]=[C:4]([NH2:17])[C:5]([NH:8][C@H:9]2[CH2:12][C@@H:11]([S:13]([CH3:16])(=[O:15])=[O:14])[CH2:10]2)=[CH:6][CH:7]=1.[Cl:18][CH2:19][C:20](OC)(OC)OC, predict the reaction product. The product is: [Cl:1][C:2]1[CH:7]=[CH:6][C:5]2[N:8]([C@H:9]3[CH2:10][C@@H:11]([S:13]([CH3:16])(=[O:14])=[O:15])[CH2:12]3)[C:20]([CH2:19][Cl:18])=[N:17][C:4]=2[CH:3]=1. (6) Given the reactants [CH3:1][N:2]1[CH2:7][CH2:6][C:5]([C:11]2[CH:16]=[CH:15][CH:14]=[CH:13][CH:12]=2)([C:8](Cl)=[O:9])[CH2:4][CH2:3]1.[C:17]1([CH2:23][NH2:24])[CH:22]=[CH:21][CH:20]=[CH:19][CH:18]=1.C(N(CC)CC)C.C([O-])([O-])=O.[K+].[K+], predict the reaction product. The product is: [CH3:1][N:2]1[CH2:7][CH2:6][C:5]([C:11]2[CH:16]=[CH:15][CH:14]=[CH:13][CH:12]=2)([C:8]([NH:24][CH2:23][C:17]2[CH:22]=[CH:21][CH:20]=[CH:19][CH:18]=2)=[O:9])[CH2:4][CH2:3]1. (7) Given the reactants [S:1]1[CH:5]=[CH:4][CH:3]=[C:2]1[SH:6].[CH3:7][O:8][C:9]1[CH:14]=[CH:13][C:12]([C:15]2[CH:20]=[CH:19][C:18]([S:21]([NH:24][CH:25]([CH2:30][CH:31]3[O:33][CH2:32]3)[C:26]([O:28]C)=[O:27])(=[O:23])=[O:22])=[CH:17][CH:16]=2)=[CH:11][CH:10]=1, predict the reaction product. The product is: [CH3:7][O:8][C:9]1[CH:10]=[CH:11][C:12]([C:15]2[CH:16]=[CH:17][C:18]([S:21]([NH:24][CH:25]([CH2:30][CH:31]([OH:33])[CH2:32][S:6][C:2]3[S:1][CH:5]=[CH:4][CH:3]=3)[C:26]([OH:28])=[O:27])(=[O:22])=[O:23])=[CH:19][CH:20]=2)=[CH:13][CH:14]=1. (8) The product is: [F:1][C:2]1[CH:3]=[CH:4][CH:5]=[C:6]2[C:10]=1[N:9]1[CH2:11][C@H:12]([N:26]=[N+:27]=[N-:28])[CH2:13][CH2:14][C:8]1=[C:7]2[CH2:20][C:21]([O:23][CH2:24][CH3:25])=[O:22]. Given the reactants [F:1][C:2]1[CH:3]=[CH:4][CH:5]=[C:6]2[C:10]=1[N:9]1[CH2:11][C@@H:12](OS(C)(=O)=O)[CH2:13][CH2:14][C:8]1=[C:7]2[CH2:20][C:21]([O:23][CH2:24][CH3:25])=[O:22].[N-:26]=[N+:27]=[N-:28].[Na+].CCN(CC)CC.N#N, predict the reaction product. (9) Given the reactants [F:1][C:2]1[CH:21]=[CH:20][C:5]2[C:6]([C:9]3[CH:14]=[CH:13][C:12]([O:15][CH2:16][C@H:17]4[CH2:19][O:18]4)=[CH:11][CH:10]=3)=[N:7][O:8][C:4]=2[CH:3]=1.[NH2:22][CH:23]1[CH2:28][CH2:27][N:26]([CH2:29][C:30]2[CH:35]=[CH:34][CH:33]=[CH:32][CH:31]=2)[CH2:25][CH2:24]1, predict the reaction product. The product is: [CH2:29]([N:26]1[CH2:27][CH2:28][CH:23]([NH:22][CH2:19][C@@H:17]([OH:18])[CH2:16][O:15][C:12]2[CH:11]=[CH:10][C:9]([C:6]3[C:5]4[CH:20]=[CH:21][C:2]([F:1])=[CH:3][C:4]=4[O:8][N:7]=3)=[CH:14][CH:13]=2)[CH2:24][CH2:25]1)[C:30]1[CH:31]=[CH:32][CH:33]=[CH:34][CH:35]=1. (10) Given the reactants [Cl:1][C:2]1[CH:7]=[C:6]([Cl:8])[CH:5]=[CH:4][C:3]=1[OH:9].[Br:10]Br.C(N)(C)(C)C, predict the reaction product. The product is: [Br:10][C:4]1[CH:5]=[C:6]([Cl:8])[CH:7]=[C:2]([Cl:1])[C:3]=1[OH:9].